From a dataset of Forward reaction prediction with 1.9M reactions from USPTO patents (1976-2016). Predict the product of the given reaction. (1) Given the reactants [CH3:1][O:2][C:3]1[CH:4]=[C:5]([CH:13]=[CH:14][C:15]=1[O:16][CH3:17])[CH2:6][CH2:7][NH:8][C:9](=O)[CH2:10][CH3:11].P(Cl)(Cl)(Cl)=O.C([O-])([O-])=O.[Na+].[Na+], predict the reaction product. The product is: [CH2:10]([C:9]1[C:13]2[C:5](=[CH:4][C:3]([O:2][CH3:1])=[C:15]([O:16][CH3:17])[CH:14]=2)[CH2:6][CH2:7][N:8]=1)[CH3:11]. (2) Given the reactants FC(F)(F)C(O)=O.C(OC([N:15]1[C:20]2[CH:21]=[C:22]([Cl:28])[C:23]([N:25]([CH3:27])[CH3:26])=[CH:24][C:19]=2[O:18][CH:17]([C:29]([N:31]2[CH2:36][CH2:35][C:34]([C:45]#[N:46])([CH2:37][C:38]3[CH:43]=[CH:42][C:41]([F:44])=[CH:40][CH:39]=3)[CH2:33][CH2:32]2)=[O:30])[CH2:16]1)=O)(C)(C)C, predict the reaction product. The product is: [Cl:28][C:22]1[C:23]([N:25]([CH3:26])[CH3:27])=[CH:24][C:19]2[O:18][CH:17]([C:29]([N:31]3[CH2:32][CH2:33][C:34]([CH2:37][C:38]4[CH:39]=[CH:40][C:41]([F:44])=[CH:42][CH:43]=4)([C:45]#[N:46])[CH2:35][CH2:36]3)=[O:30])[CH2:16][NH:15][C:20]=2[CH:21]=1.